This data is from Plasma protein binding rate (PPBR) regression data from AstraZeneca. The task is: Regression/Classification. Given a drug SMILES string, predict its absorption, distribution, metabolism, or excretion properties. Task type varies by dataset: regression for continuous measurements (e.g., permeability, clearance, half-life) or binary classification for categorical outcomes (e.g., BBB penetration, CYP inhibition). For this dataset (ppbr_az), we predict Y. (1) The molecule is Cc1cc(C(=O)Cn2cc(C(F)(F)F)ccc2=O)c(C)n1Cc1ccccc1. The Y is 98.4 %. (2) The compound is O=C(Nc1ccccc1Cl)c1cc[nH]n1. The Y is 93.4 %. (3) The drug is N/C(=N\C(=O)c1nc(Cl)c(N)nc1N)NCCCCc1ccc(OCC(O)CO)cc1. The Y is 75.1 %. (4) The drug is COc1ccc(-c2nc3c(OCC4CCNCC4)c(Br)cnc3[nH]2)cc1. The Y is 86.6 %.